Dataset: Catalyst prediction with 721,799 reactions and 888 catalyst types from USPTO. Task: Predict which catalyst facilitates the given reaction. (1) Reactant: [CH3:1][CH:2]([CH3:13])[CH2:3][CH2:4][C:5]([N:7]1[CH2:12][CH2:11][CH2:10][CH2:9][CH2:8]1)=O.C[SiH](C)O[SiH](C)C. Product: [CH3:1][CH:2]([CH3:13])[CH2:3][CH:4]=[CH:5][N:7]1[CH2:12][CH2:11][CH2:10][CH2:9][CH2:8]1. The catalyst class is: 11. (2) Reactant: [BH4-].[Na+].[CH:3]([C:5]1[CH:6]=[CH:7][C:8]2[N:9]([C:18]3[CH:23]=[CH:22][C:21]([C:24]4[CH:29]=[CH:28][C:27]([N:30]5[C:42]6[CH:41]=[CH:40][C:39]([CH:43]=[O:44])=[CH:38][C:37]=6[C:36]6[C:31]5=[CH:32][CH:33]=[CH:34][CH:35]=6)=[CH:26][CH:25]=4)=[CH:20][CH:19]=3)[C:10]3[C:15]([C:16]=2[CH:17]=1)=[CH:14][CH:13]=[CH:12][CH:11]=3)=[O:4].C(O)C.ClCCl.Cl. Product: [OH:44][CH2:43][C:39]1[CH:40]=[CH:41][C:42]2[N:30]([C:27]3[CH:28]=[CH:29][C:24]([C:21]4[CH:20]=[CH:19][C:18]([N:9]5[C:8]6[CH:7]=[CH:6][C:5]([CH2:3][OH:4])=[CH:17][C:16]=6[C:15]6[C:10]5=[CH:11][CH:12]=[CH:13][CH:14]=6)=[CH:23][CH:22]=4)=[CH:25][CH:26]=3)[C:31]3[C:36]([C:37]=2[CH:38]=1)=[CH:35][CH:34]=[CH:33][CH:32]=3. The catalyst class is: 20. (3) Reactant: [N+:1]([C:4]1[CH:9]=[CH:8][C:7]([OH:10])=[CH:6][CH:5]=1)([O-:3])=[O:2].C([O-])([O-])=O.[K+].[K+].Br[CH:18]1[CH2:22][CH2:21][O:20][C:19]1=[O:23]. Product: [N+:1]([C:4]1[CH:9]=[CH:8][C:7]([O:10][CH:18]2[CH2:22][CH2:21][O:20][C:19]2=[O:23])=[CH:6][CH:5]=1)([O-:3])=[O:2]. The catalyst class is: 31. (4) Reactant: [NH2:1][C:2]([CH3:6])([CH3:5])[CH2:3][OH:4].[CH3:7][C:8](OC(C)=O)=[O:9].C([O-])(O)=O.[Na+].Cl. Product: [OH:4][CH2:3][C:2]([NH:1][C:8](=[O:9])[CH3:7])([CH3:6])[CH3:5]. The catalyst class is: 6. (5) Reactant: [CH:1]([C:4]1[C:5]([NH2:9])=[N:6][NH:7][CH:8]=1)([CH3:3])[CH3:2].[C:10](OCC)(=[O:17])[CH2:11][C:12](OCC)=[O:13].CC[O-].[Na+].[Na]. Product: [CH:1]([C:4]1[CH:8]=[N:7][N:6]2[C:12]([OH:13])=[CH:11][C:10]([OH:17])=[N:9][C:5]=12)([CH3:3])[CH3:2]. The catalyst class is: 8. (6) Product: [CH3:34][N:33]([CH3:35])[C:30]1[CH:31]=[CH:32][C:27]([CH2:26][CH2:25][N:2]([CH2:3][CH2:4][N:5]2[C:11]3[CH:12]=[CH:13][CH:14]=[CH:15][C:10]=3[CH2:9][O:8][C:7]3[CH:16]=[CH:17][CH:18]=[CH:19][C:6]2=3)[CH3:1])=[CH:28][CH:29]=1. The catalyst class is: 10. Reactant: [CH3:1][NH:2][CH2:3][CH2:4][N:5]1[C:11]2[CH:12]=[CH:13][CH:14]=[CH:15][C:10]=2[CH2:9][O:8][C:7]2[CH:16]=[CH:17][CH:18]=[CH:19][C:6]1=2.S(O[CH2:25][CH2:26][C:27]1[CH:32]=[CH:31][C:30]([N:33]([CH3:35])[CH3:34])=[CH:29][CH:28]=1)(=O)(=O)C.C(=O)([O-])[O-].[Na+].[Na+].[I-].[Na+]. (7) Reactant: [CH2:1]([O:3][C:4]([C:6]1[CH:30]=[CH:29][C:9]2[N:10]=[C:11]([NH:13][C:14]3[CH:19]=[C:18]([CH2:20][NH:21]C(C(C)(C)C)=O)[CH:17]=[CH:16][C:15]=3[Cl:28])[NH:12][C:8]=2[CH:7]=1)=[O:5])[CH3:2].[ClH:31]. Product: [CH2:1]([O:3][C:4]([C:6]1[C:30]([Cl:31])=[CH:29][C:9]2[N:10]=[C:11]([NH:13][C:14]3[CH:19]=[C:18]([CH2:20][NH2:21])[CH:17]=[CH:16][C:15]=3[Cl:28])[NH:12][C:8]=2[CH:7]=1)=[O:5])[CH3:2]. The catalyst class is: 12. (8) Reactant: [Mg:1].[Br:2][C:3]1[CH:8]=[CH:7][CH:6]=[CH:5][C:4]=1[O:9][CH3:10].[Cl:11][C:12]1[CH:13]=[C:14]2[C:18](=[CH:19][CH:20]=1)[NH:17][C:16](=[O:21])[C:15]2=O.[NH4+].[Cl-:24].CC[O:27][CH2:28]C. Product: [CH3:28][O:27][C:12]1[CH:13]=[CH:14][CH:18]=[CH:19][C:20]=1[Mg:1][Br:2].[Cl:24][C:15]1([C:3]2[CH:8]=[CH:7][CH:6]=[CH:5][C:4]=2[O:9][CH3:10])[C:14]2[C:18](=[CH:19][CH:20]=[C:12]([Cl:11])[CH:13]=2)[NH:17][C:16]1=[O:21]. The catalyst class is: 1.